Predict the product of the given reaction. From a dataset of Forward reaction prediction with 1.9M reactions from USPTO patents (1976-2016). (1) Given the reactants C([O:8][C:9]([NH:11][C@H:12]([CH2:23][S:24](=[O:47])(=[O:46])[N:25]([CH2:36][CH2:37][NH:38][C:39]([O:41][C:42]([CH3:45])([CH3:44])[CH3:43])=[O:40])[CH2:26][CH2:27][NH:28][C:29]([O:31][C:32]([CH3:35])([CH3:34])[CH3:33])=[O:30])[C:13]([O:15]CC1C=CC=CC=1)=[O:14])=[O:10])C1C=CC=CC=1.C(OC(O[C:51]([CH3:54])([CH3:53])[CH3:52])=O)(O[C:51]([CH3:54])([CH3:53])[CH3:52])=O, predict the reaction product. The product is: [C:42]([O:41][C:39]([NH:38][CH2:37][CH2:36][N:25]([CH2:26][CH2:27][NH:28][C:29]([O:31][C:32]([CH3:33])([CH3:34])[CH3:35])=[O:30])[S:24]([CH2:23][C@@H:12]([NH:11][C:9]([O:8][C:51]([CH3:54])([CH3:53])[CH3:52])=[O:10])[C:13]([OH:15])=[O:14])(=[O:47])=[O:46])=[O:40])([CH3:43])([CH3:44])[CH3:45]. (2) The product is: [NH2:8][C@H:9]([C:10]([NH:11][C@H:6]([C:7]([OH:17])=[O:18])[CH2:5][CH2:4][S:3][CH3:2])=[O:12])[CH2:13][CH2:14][S:15][CH3:16]. Given the reactants Cl.[CH3:2][S:3][CH2:4][CH2:5][CH:6]1[NH:11][C:10](=[O:12])[CH:9]([CH2:13][CH2:14][S:15][CH3:16])[NH:8][C:7]1=[O:17].[OH2:18], predict the reaction product. (3) Given the reactants [CH3:1][C:2]([C:6]1[CH:11]=[CH:10][C:9]([N+:12]([O-])=O)=[CH:8][N:7]=1)([CH3:5])[C:3]#[N:4].O.O.Cl[Sn]Cl.[OH-].[Na+], predict the reaction product. The product is: [NH2:12][C:9]1[CH:10]=[CH:11][C:6]([C:2]([CH3:5])([CH3:1])[C:3]#[N:4])=[N:7][CH:8]=1. (4) Given the reactants [NH2:1][CH2:2][C:3]1[CH:4]=[C:5]2[C:9](=[CH:10][CH:11]=1)[C:8](=[O:12])[N:7]([CH:13]1[CH2:18][CH2:17][C:16](=[O:19])[NH:15][C:14]1=[O:20])[CH2:6]2.[N:21]([C:24]1[CH:29]=[CH:28][C:27]([O:30][CH3:31])=[C:26]([O:32][CH3:33])[CH:25]=1)=[C:22]=[O:23].Cl, predict the reaction product. The product is: [CH3:33][O:32][C:26]1[CH:25]=[C:24]([NH:21][C:22]([NH:1][CH2:2][C:3]2[CH:4]=[C:5]3[C:9](=[CH:10][CH:11]=2)[C:8](=[O:12])[N:7]([CH:13]2[CH2:18][CH2:17][C:16](=[O:19])[NH:15][C:14]2=[O:20])[CH2:6]3)=[O:23])[CH:29]=[CH:28][C:27]=1[O:30][CH3:31]. (5) Given the reactants [NH:1]1[CH2:6][CH2:5][CH:4]([NH:7][C:8]2[S:12][C:11]([C:13]#[N:14])=[N:10][N:9]=2)[CH2:3][CH2:2]1.[F:15][C:16]1[CH:17]=[C:18]([CH:21]=[C:22]([C:24]([F:27])([F:26])[F:25])[CH:23]=1)[CH2:19]Br.C(N(C(C)C)CC)(C)C, predict the reaction product. The product is: [F:15][C:16]1[CH:17]=[C:18]([CH:21]=[C:22]([C:24]([F:25])([F:26])[F:27])[CH:23]=1)[CH2:19][N:1]1[CH2:2][CH2:3][CH:4]([NH:7][C:8]2[S:12][C:11]([C:13]#[N:14])=[N:10][N:9]=2)[CH2:5][CH2:6]1. (6) Given the reactants [CH3:1][O:2][C:3]([C:5]1[S:14][C:8]2[N:9]=[CH:10][N:11]=[C:12](Cl)[C:7]=2[C:6]=1[CH3:15])=[O:4].[NH2:16][C:17]1[CH:36]=[CH:35][C:34]([C:37]([F:40])([F:39])[F:38])=[CH:33][C:18]=1[O:19][C@H:20]1[CH2:25][CH2:24][CH2:23][N:22]([C:26]([O:28][C:29]([CH3:32])([CH3:31])[CH3:30])=[O:27])[CH2:21]1.C1(C)C=CC(S(O)(=O)=O)=CC=1, predict the reaction product. The product is: [CH3:1][O:2][C:3]([C:5]1[S:14][C:8]2[N:9]=[CH:10][N:11]=[C:12]([NH:16][C:17]3[CH:36]=[CH:35][C:34]([C:37]([F:40])([F:39])[F:38])=[CH:33][C:18]=3[O:19][C@H:20]3[CH2:25][CH2:24][CH2:23][N:22]([C:26]([O:28][C:29]([CH3:32])([CH3:31])[CH3:30])=[O:27])[CH2:21]3)[C:7]=2[C:6]=1[CH3:15])=[O:4]. (7) Given the reactants [O:1]1[C:5]2[CH:6]=[CH:7][CH:8]=[CH:9][C:4]=2[C:3]([NH:10][C:11]([N:13]2[CH2:18][CH2:17][NH:16][CH2:15][CH2:14]2)=[O:12])=[N:2]1.[Cl:19][C:20]1[CH:34]=[CH:33][C:23]([O:24][C:25]2[CH:26]=[C:27]([CH:30]=[CH:31][CH:32]=2)[CH:28]=O)=[CH:22][CH:21]=1.CCN(CC)CC, predict the reaction product. The product is: [O:1]1[C:5]2[CH:6]=[CH:7][CH:8]=[CH:9][C:4]=2[C:3]([NH:10][C:11]([N:13]2[CH2:18][CH2:17][N:16]([CH2:28][C:27]3[CH:30]=[CH:31][CH:32]=[C:25]([O:24][C:23]4[CH:33]=[CH:34][C:20]([Cl:19])=[CH:21][CH:22]=4)[CH:26]=3)[CH2:15][CH2:14]2)=[O:12])=[N:2]1.